This data is from Reaction yield outcomes from USPTO patents with 853,638 reactions. The task is: Predict the reaction yield, written as a fraction of the theoretical maximum amount of product (1.0 means a 100% yield; for example, 0.34 means a 34% yield). The reactants are [Mn]([O-])(=O)(=O)=O.[K+].[O:7]1C=CC=[C:8]1[C:12]1[CH:17]=[N:16][C:15]([C:18]2[CH:23]=[CH:22][N:21]=[CH:20][CH:19]=2)=[CH:14][N:13]=1.C([OH:26])C. The catalyst is [Cl-].C([N+](CCCCCCCC)(CCCCCCCC)C)CCCCCCC.O.C1C=CC=CC=1. The product is [N:21]1[CH:22]=[CH:23][C:18]([C:15]2[N:16]=[CH:17][C:12]([C:8]([OH:7])=[O:26])=[N:13][CH:14]=2)=[CH:19][CH:20]=1. The yield is 0.790.